From a dataset of Forward reaction prediction with 1.9M reactions from USPTO patents (1976-2016). Predict the product of the given reaction. (1) Given the reactants [OH:1][C@H:2]([CH3:37])[C@H:3]([NH:6][C:7]([C:9]1[C:17]2[C:12](=[N:13][CH:14]=[C:15]([C:18]3[C:26]4[C:21](=[CH:22][C:23]([F:27])=[CH:24][CH:25]=4)[N:20]([CH3:28])[N:19]=3)[N:16]=2)[N:11]([CH2:29][O:30][CH2:31][CH2:32][Si:33]([CH3:36])([CH3:35])[CH3:34])[CH:10]=1)=[O:8])[CH2:4][OH:5].[OH-].[K+].[CH2:40]1OCCOCCOCCOCCOCCOC1.IC, predict the reaction product. The product is: [OH:1][C@H:2]([CH3:37])[C@H:3]([NH:6][C:7]([C:9]1[C:17]2[C:12](=[N:13][CH:14]=[C:15]([C:18]3[C:26]4[C:21](=[CH:22][C:23]([F:27])=[CH:24][CH:25]=4)[N:20]([CH3:28])[N:19]=3)[N:16]=2)[N:11]([CH2:29][O:30][CH2:31][CH2:32][Si:33]([CH3:36])([CH3:35])[CH3:34])[CH:10]=1)=[O:8])[CH2:4][O:5][CH3:40]. (2) Given the reactants [CH3:1][S:2]([CH:5]1[CH2:10][CH2:9][CH2:8][N:7]([C:11]([O:13][C:14]([CH3:17])([CH3:16])[CH3:15])=[O:12])[CH2:6]1)(=O)=O.[F:18][C:19]1[CH:24]=[CH:23]C(S)=[CH:21][CH:20]=1.C(=O)([O-])[O-].[K+].[K+], predict the reaction product. The product is: [F:18][C:19]1[CH:24]=[CH:23][C:1]([S:2][CH:5]2[CH2:10][CH2:9][CH2:8][N:7]([C:11]([O:13][C:14]([CH3:17])([CH3:16])[CH3:15])=[O:12])[CH2:6]2)=[CH:21][CH:20]=1.